From a dataset of Forward reaction prediction with 1.9M reactions from USPTO patents (1976-2016). Predict the product of the given reaction. (1) Given the reactants [OH:1][C:2]1[CH:3]=[C:4]2[C:9](=[CH:10][CH:11]=1)[C:8]([C:12]([OH:14])=[O:13])=[CH:7][CH:6]=[CH:5]2.Cl[C:16]1[C:25]2[C:20](=[CH:21][CH:22]=[CH:23][CH:24]=2)[N:19]=[CH:18][CH:17]=1, predict the reaction product. The product is: [N:19]1[C:20]2[C:25](=[CH:24][CH:23]=[CH:22][CH:21]=2)[C:16]([O:1][C:2]2[CH:3]=[C:4]3[C:9](=[CH:10][CH:11]=2)[C:8]([C:12]([OH:14])=[O:13])=[CH:7][CH:6]=[CH:5]3)=[CH:17][CH:18]=1. (2) Given the reactants [CH3:1][N:2]1[C:10]2[C:5](=[CH:6][CH:7]=[CH:8][CH:9]=2)[CH:4]=[C:3]1[C:11]([NH:13][CH:14]([CH2:19][S:20]C(C1C=CC=CC=1)(C1C=CC=CC=1)C1C=CC=CC=1)[C:15]([O:17][CH3:18])=[O:16])=O.S1CCN=C1, predict the reaction product. The product is: [CH3:1][N:2]1[C:10]2[C:5](=[CH:6][CH:7]=[CH:8][CH:9]=2)[CH:4]=[C:3]1[C:11]1[S:20][CH2:19][CH:14]([C:15]([O:17][CH3:18])=[O:16])[N:13]=1. (3) The product is: [C:26]([O:25][C:23]([NH:7][CH2:8][CH2:9][O:10][C:11]1[CH:16]=[CH:15][C:14]([CH2:17][C:18]([OH:20])=[O:19])=[CH:13][C:12]=1[O:21][CH3:22])=[O:24])([CH3:29])([CH3:28])[CH3:27]. Given the reactants C(=O)(O)[O-].[Na+].Cl.[NH2:7][CH2:8][CH2:9][O:10][C:11]1[CH:16]=[CH:15][C:14]([CH2:17][C:18]([OH:20])=[O:19])=[CH:13][C:12]=1[O:21][CH3:22].[C:23](O[C:23]([O:25][C:26]([CH3:29])([CH3:28])[CH3:27])=[O:24])([O:25][C:26]([CH3:29])([CH3:28])[CH3:27])=[O:24].Cl, predict the reaction product. (4) Given the reactants Br[C:2]1[C:3]([N:22]2[CH2:26][CH2:25][C@@H:24]([OH:27])[CH2:23]2)=[N:4][CH:5]=[C:6]([CH:21]=1)[C:7]([NH:9][C:10]1[CH:15]=[CH:14][C:13]([O:16][C:17]([F:20])([F:19])[F:18])=[CH:12][CH:11]=1)=[O:8].[OH:28][CH2:29][C:30]1[CH:31]=[C:32](B(O)O)[CH:33]=[CH:34][CH:35]=1, predict the reaction product. The product is: [OH:28][CH2:29][C:30]1[CH:35]=[C:34]([C:2]2[C:3]([N:22]3[CH2:26][CH2:25][C@@H:24]([OH:27])[CH2:23]3)=[N:4][CH:5]=[C:6]([CH:21]=2)[C:7]([NH:9][C:10]2[CH:11]=[CH:12][C:13]([O:16][C:17]([F:19])([F:18])[F:20])=[CH:14][CH:15]=2)=[O:8])[CH:33]=[CH:32][CH:31]=1. (5) Given the reactants [F:1][C:2]1[CH:7]=[C:6]([N:8]([CH:21]2[C:29]3[C:24](=[C:25]([C:30]4[C:35]([CH3:36])=[CH:34][C:33]([OH:37])=[CH:32][C:31]=4[CH3:38])[CH:26]=[CH:27][CH:28]=3)[CH2:23][CH2:22]2)[S:9]([C:12]2[CH:17]=[CH:16][CH:15]=[CH:14][C:13]=2[N+:18]([O-:20])=[O:19])(=[O:11])=[O:10])[CH:5]=[CH:4][C:3]=1[CH2:39][CH2:40][C:41]([O:43][CH2:44][CH3:45])=[O:42].[O:46]1[C:48]2([CH2:53][CH2:52][S:51][CH2:50][CH2:49]2)[CH2:47]1.C(=O)([O-])[O-].[K+].[K+].O, predict the reaction product. The product is: [F:1][C:2]1[CH:7]=[C:6]([N:8]([CH:21]2[C:29]3[C:24](=[C:25]([C:30]4[C:35]([CH3:36])=[CH:34][C:33]([O:37][CH2:47][C:48]5([OH:46])[CH2:53][CH2:52][S:51][CH2:50][CH2:49]5)=[CH:32][C:31]=4[CH3:38])[CH:26]=[CH:27][CH:28]=3)[CH2:23][CH2:22]2)[S:9]([C:12]2[CH:17]=[CH:16][CH:15]=[CH:14][C:13]=2[N+:18]([O-:20])=[O:19])(=[O:10])=[O:11])[CH:5]=[CH:4][C:3]=1[CH2:39][CH2:40][C:41]([O:43][CH2:44][CH3:45])=[O:42]. (6) Given the reactants [Br:1][C:2]1[N:7]2[CH:8]=[CH:9][N:10]=[C:6]2[C:5](Br)=[N:4][CH:3]=1.[CH:12]([N:15]1[CH2:20][CH2:19][N:18]([C:21]2[CH:26]=[CH:25][C:24]([NH2:27])=[CH:23][CH:22]=2)[CH2:17][CH2:16]1)([CH3:14])[CH3:13].C(N(C(C)C)CC)(C)C, predict the reaction product. The product is: [Br:1][C:2]1[N:7]2[CH:8]=[CH:9][N:10]=[C:6]2[C:5]([NH:27][C:24]2[CH:23]=[CH:22][C:21]([N:18]3[CH2:17][CH2:16][N:15]([CH:12]([CH3:14])[CH3:13])[CH2:20][CH2:19]3)=[CH:26][CH:25]=2)=[N:4][CH:3]=1. (7) Given the reactants [Cl:1][C:2]1[N:10]=[C:9]2[C:5]([N:6]=[CH:7][N:8]2[C@H:11]2[C@@H:15]([OH:16])[C@H:14]([OH:17])[CH2:13][S:12]2)=[C:4](Cl)[N:3]=1.[F:19][C:20]1[CH:21]=[C:22]([CH:25]=[CH:26][CH:27]=1)[CH2:23][NH2:24], predict the reaction product. The product is: [Cl:1][C:2]1[N:10]=[C:9]2[C:5]([N:6]=[CH:7][N:8]2[C@H:11]2[C@H:15]([OH:16])[C@H:14]([OH:17])[CH2:13][S:12]2)=[C:4]([NH:24][CH2:23][C:22]2[CH:25]=[CH:26][CH:27]=[C:20]([F:19])[CH:21]=2)[N:3]=1.